Task: Predict the reactants needed to synthesize the given product.. Dataset: Full USPTO retrosynthesis dataset with 1.9M reactions from patents (1976-2016) (1) Given the product [Cl:1][C:2]1[CH:32]=[CH:31][CH:30]=[C:29]([Cl:33])[C:3]=1[C:4]([NH:6][C@H:7]([C:26]([O:28][CH2:41][C:42]([N:44]([CH3:46])[CH3:45])=[O:43])=[O:27])[CH2:8][C:9]1[CH:14]=[CH:13][C:12]([O:15][CH2:16][CH2:17][CH2:18][NH:19][C:20]2[CH:25]=[CH:24][CH:23]=[CH:22][N:21]=2)=[CH:11][CH:10]=1)=[O:5], predict the reactants needed to synthesize it. The reactants are: [Cl:1][C:2]1[CH:32]=[CH:31][CH:30]=[C:29]([Cl:33])[C:3]=1[C:4]([NH:6][C@H:7]([C:26]([OH:28])=[O:27])[CH2:8][C:9]1[CH:14]=[CH:13][C:12]([O:15][CH2:16][CH2:17][CH2:18][NH:19][C:20]2[CH:25]=[CH:24][CH:23]=[CH:22][N:21]=2)=[CH:11][CH:10]=1)=[O:5].C(=O)([O-])[O-].[K+].[K+].Cl[CH2:41][C:42]([N:44]([CH3:46])[CH3:45])=[O:43]. (2) Given the product [CH2:12]([O:19][C:20]1[CH:21]=[CH:22][C:23]([N:26]2[CH2:27][CH2:28][N:29]([C:32](=[O:35])[CH2:33][NH:34][C:4](=[O:6])[C:3]3[CH:7]=[CH:8][CH:9]=[N:10][C:2]=3[Br:1])[CH2:30][CH2:31]2)=[CH:24][CH:25]=1)[C:13]1[CH:14]=[CH:15][CH:16]=[CH:17][CH:18]=1, predict the reactants needed to synthesize it. The reactants are: [Br:1][C:2]1[N:10]=[CH:9][CH:8]=[CH:7][C:3]=1[C:4]([OH:6])=O.[Cl-].[CH2:12]([O:19][C:20]1[CH:25]=[CH:24][C:23]([N:26]2[CH2:31][CH2:30][N:29]([C:32](=[O:35])[CH2:33][NH3+:34])[CH2:28][CH2:27]2)=[CH:22][CH:21]=1)[C:13]1[CH:18]=[CH:17][CH:16]=[CH:15][CH:14]=1.C1CN([P+](ON2N=NC3C=CC=CC2=3)(N2CCCC2)N2CCCC2)CC1.F[P-](F)(F)(F)(F)F.C(N(C(C)C)C(C)C)C.